This data is from Forward reaction prediction with 1.9M reactions from USPTO patents (1976-2016). The task is: Predict the product of the given reaction. (1) Given the reactants C[O:2][C:3](=O)[C:4]1[CH:9]=[C:8]([CH3:10])[CH:7]=[CH:6][C:5]=1[O:11][CH2:12][C:13]1[CH:18]=[CH:17][C:16]([O:19][CH3:20])=[CH:15][CH:14]=1.[H-].[H-].[H-].[H-].[Li+].[Al+3].S([O-])([O-])(=O)=O.[Na+].[Na+], predict the reaction product. The product is: [CH3:20][O:19][C:16]1[CH:17]=[CH:18][C:13]([CH2:12][O:11][C:5]2[CH:6]=[CH:7][C:8]([CH3:10])=[CH:9][C:4]=2[CH2:3][OH:2])=[CH:14][CH:15]=1. (2) Given the reactants [CH3:1][O:2][S:3]([O-:6])(=[O:5])=[O:4].[CH3:7][S+:8]([CH3:26])[C:9]1[CH:14]=[CH:13][C:12]([C:15](=[O:25])[C:16]([CH3:24])([NH+:18]2[CH2:23][CH2:22][O:21][CH2:20][CH2:19]2)[CH3:17])=[CH:11][CH:10]=1.COS([O-])(=O)=O.[OH-].[Na+].C(=O)([O-])[O-].[Na+].[Na+], predict the reaction product. The product is: [CH3:1][O:2][S:3]([O-:6])(=[O:5])=[O:4].[CH3:26][S+:8]([CH3:7])[C:9]1[CH:14]=[CH:13][C:12]([C:15](=[O:25])[C:16]([CH3:17])([N:18]2[CH2:19][CH2:20][O:21][CH2:22][CH2:23]2)[CH3:24])=[CH:11][CH:10]=1. (3) Given the reactants [CH3:1][N:2]1[CH:7]=[CH:6][C:5]([C:8](O)=[O:9])=[CH:4][C:3]1=[O:11].ClC(OCC)=O, predict the reaction product. The product is: [OH:9][CH2:8][C:5]1[CH:6]=[CH:7][N:2]([CH3:1])[C:3](=[O:11])[CH:4]=1. (4) Given the reactants [CH2:1](N(CC)CC)C.[S:8](Cl)([C:11]1[CH:17]=[CH:16][C:14]([CH3:15])=[CH:13][CH:12]=1)(=[O:10])=[O:9].CC(C[AlH]CC(C)C)C.[C@H:28](O)([C:34]([O-:36])=O)[C@@H:29]([OH:33])C([O-])=O.[Na+].[K+], predict the reaction product. The product is: [CH3:15][C:14]1[CH:16]=[CH:17][C:11]([S:8]([O:36][CH2:34][CH:28]([CH3:1])[CH2:29][OH:33])(=[O:10])=[O:9])=[CH:12][CH:13]=1. (5) Given the reactants Cl[C:2]1[N:7]=[CH:6][N:5]=[C:4]([NH:8][C:9]2[CH:14]=[CH:13][C:12]([O:15][C:16]([F:19])([F:18])[F:17])=[CH:11][CH:10]=2)[CH:3]=1.[NH2:20][C:21]([C:23]1[CH:24]=[C:25](B(O)O)[CH:26]=[CH:27][CH:28]=1)=[O:22].C1C=CC(P(C2C=CC=CC=2)C2C=CC=CC=2)=CC=1, predict the reaction product. The product is: [F:17][C:16]([F:19])([F:18])[O:15][C:12]1[CH:13]=[CH:14][C:9]([NH:8][C:4]2[N:5]=[CH:6][N:7]=[C:2]([C:27]3[CH:28]=[C:23]([CH:24]=[CH:25][CH:26]=3)[C:21]([NH2:20])=[O:22])[CH:3]=2)=[CH:10][CH:11]=1. (6) The product is: [C:28]1([C:34]2[CH:47]=[C:46]([C:48]3[CH:53]=[CH:52][CH:51]=[CH:50][CH:49]=3)[C:45]3[C:36](=[C:37]4[C:42](=[CH:43][CH:44]=3)[C:41]([C:54]3[CH:55]=[CH:56][CH:57]=[CH:58][CH:59]=3)=[CH:40][C:39]([C:2]3[CH:7]=[CH:6][C:5]([C:8]5[N:12]([C:13]6[CH:14]=[CH:15][CH:16]=[CH:17][CH:18]=6)[C:11]6[CH:19]=[CH:20][CH:21]=[CH:22][C:10]=6[N:9]=5)=[CH:4][CH:3]=3)=[N:38]4)[N:35]=2)[CH:33]=[CH:32][CH:31]=[CH:30][CH:29]=1. Given the reactants Br[C:2]1[CH:7]=[CH:6][C:5]([C:8]2[N:12]([C:13]3[CH:18]=[CH:17][CH:16]=[CH:15][CH:14]=3)[C:11]3[CH:19]=[CH:20][CH:21]=[CH:22][C:10]=3[N:9]=2)=[CH:4][CH:3]=1.C([Li])CCC.[C:28]1([C:34]2[CH:47]=[C:46]([C:48]3[CH:53]=[CH:52][CH:51]=[CH:50][CH:49]=3)[C:45]3[C:36](=[C:37]4[C:42](=[CH:43][CH:44]=3)[C:41]([C:54]3[CH:59]=[CH:58][CH:57]=[CH:56][CH:55]=3)=[CH:40][CH:39]=[N:38]4)[N:35]=2)[CH:33]=[CH:32][CH:31]=[CH:30][CH:29]=1.O, predict the reaction product. (7) Given the reactants [NH2:1][CH2:2][CH2:3][O:4][CH2:5][CH2:6][O:7][CH2:8][CH2:9][NH:10][S:11]([C:14]1[CH:19]=[CH:18][CH:17]=[C:16]([CH:20]2[C:29]3[C:24](=[C:25]([Cl:31])[CH:26]=[C:27]([Cl:30])[CH:28]=3)[CH2:23][N:22]([CH3:32])[CH2:21]2)[CH:15]=1)(=[O:13])=[O:12].[CH2:33]([N:35]([CH2:38][CH3:39])[CH2:36][CH3:37])C.[O:40]([CH2:52][C:53]([O:55]N1C(=O)CCC1=O)=O)[CH2:41][C:42]([O:44]N1C(=O)CCC1=O)=O, predict the reaction product. The product is: [O:40]([CH2:41][C:42]([NH:1][CH2:2][CH2:3][O:4][CH2:5][CH2:6][O:7][CH2:8][CH2:9][NH:10][S:11]([C:14]1[CH:19]=[CH:18][CH:17]=[C:16]([CH:37]2[C:29]3[C:39](=[C:25]([Cl:31])[CH:26]=[C:27]([Cl:30])[CH:28]=3)[CH2:38][N:35]([CH3:33])[CH2:36]2)[CH:15]=1)(=[O:13])=[O:12])=[O:44])[CH2:52][C:53]([NH:1][CH2:2][CH2:3][O:4][CH2:5][CH2:6][O:7][CH2:8][CH2:9][NH:10][S:11]([C:14]1[CH:19]=[CH:18][CH:17]=[C:16]([CH:20]2[C:29]3[C:24](=[C:25]([Cl:31])[CH:26]=[C:27]([Cl:30])[CH:28]=3)[CH2:23][N:22]([CH3:32])[CH2:21]2)[CH:15]=1)(=[O:13])=[O:12])=[O:55]. (8) Given the reactants [Cl:1][C:2]1[CH:3]=[CH:4][C:5]([O:13]C)=[C:6]([CH2:8][S:9]([NH2:12])(=[O:11])=[O:10])[CH:7]=1.B(Br)(Br)Br, predict the reaction product. The product is: [Cl:1][C:2]1[CH:3]=[CH:4][C:5]([OH:13])=[C:6]([CH2:8][S:9]([NH2:12])(=[O:11])=[O:10])[CH:7]=1.